Dataset: Forward reaction prediction with 1.9M reactions from USPTO patents (1976-2016). Task: Predict the product of the given reaction. (1) Given the reactants [F:1][C:2]1[CH:25]=[CH:24][CH:23]=[CH:22][C:3]=1[CH2:4][N:5]1[C:9]2=[N:10][CH:11]=[CH:12][CH:13]=[C:8]2[C:7]([C:14]2[N:19]=[C:18](O)[CH:17]=[C:16]([CH3:21])[N:15]=2)=[N:6]1.C(=O)([O-])[O-].[Na+].[Na+].P(Cl)(Cl)([Cl:34])=O, predict the reaction product. The product is: [Cl:34][C:18]1[CH:17]=[C:16]([CH3:21])[N:15]=[C:14]([C:7]2[C:8]3[C:9](=[N:10][CH:11]=[CH:12][CH:13]=3)[N:5]([CH2:4][C:3]3[CH:22]=[CH:23][CH:24]=[CH:25][C:2]=3[F:1])[N:6]=2)[N:19]=1. (2) Given the reactants [S:1]1[CH:5]=[CH:4][N:3]=[C:2]1[NH:6][C:7]1[CH:15]=[CH:14][C:10]([C:11]([OH:13])=O)=[CH:9][CH:8]=1.C(Cl)CCl.[CH:20]1[CH:21]=[CH:22][C:23]2N(O)[N:27]=[N:26][C:24]=2[CH:25]=1.N(C1N=CC=CC=1[C:34]([O:36][CH2:37][CH3:38])=[O:35])N.C(N(CC)CC)C, predict the reaction product. The product is: [S:1]1[CH:5]=[CH:4][N:3]=[C:2]1[NH:6][C:7]1[CH:8]=[CH:9][C:10]([C:11]([NH:27][NH:26][C:24]2[CH:25]=[CH:20][CH:21]=[CH:22][C:23]=2[C:34]([O:36][CH2:37][CH3:38])=[O:35])=[O:13])=[CH:14][CH:15]=1.